From a dataset of Reaction yield outcomes from USPTO patents with 853,638 reactions. Predict the reaction yield, written as a fraction of the theoretical maximum amount of product (1.0 means a 100% yield; for example, 0.34 means a 34% yield). (1) The reactants are [OH:1][CH2:2][CH2:3][NH:4][C:5](=[O:13])[C:6]1[CH:11]=[CH:10][CH:9]=[CH:8][C:7]=1I.C(=O)([O-])O.[Na+].[CH:19]1([C:25]2[C:33]3[C:28](=[CH:29][C:30]([C:34]([O:36][CH3:37])=[O:35])=[CH:31][CH:32]=3)[NH:27][C:26]=2B2OC(C)(C)C(C)(C)O2)[CH2:24][CH2:23][CH2:22][CH2:21][CH2:20]1. The catalyst is COCCOC.O.C1C=CC([P]([Pd]([P](C2C=CC=CC=2)(C2C=CC=CC=2)C2C=CC=CC=2)([P](C2C=CC=CC=2)(C2C=CC=CC=2)C2C=CC=CC=2)[P](C2C=CC=CC=2)(C2C=CC=CC=2)C2C=CC=CC=2)(C2C=CC=CC=2)C2C=CC=CC=2)=CC=1. The product is [CH:19]1([C:25]2[C:33]3[C:28](=[CH:29][C:30]([C:34]([O:36][CH3:37])=[O:35])=[CH:31][CH:32]=3)[NH:27][C:26]=2[C:7]2[CH:8]=[CH:9][CH:10]=[CH:11][C:6]=2[C:5](=[O:13])[NH:4][CH2:3][CH2:2][OH:1])[CH2:20][CH2:21][CH2:22][CH2:23][CH2:24]1. The yield is 1.00. (2) The reactants are C(O[C:6]([N:8]1[CH2:13][CH2:12][CH:11]([O:14][C:15]2[C:19]3[CH:20]=[CH:21][CH:22]=[CH:23][C:18]=3[O:17][N:16]=2)[CH2:10][CH2:9]1)=O)(C)(C)C.FC(F)(F)C(O)=O.[O:31]1C[CH:32]1[CH2:34][N:35]1[C:43]2[CH2:42][CH2:41][N:40]([C:44](=[O:46])[CH3:45])[CH2:39][C:38]=2[C:37]([C:47]2[CH:52]=[CH:51][C:50]([C:53]([F:56])([F:55])[F:54])=[CH:49][CH:48]=2)=[N:36]1. The yield is 0.680. The catalyst is C(Cl)Cl. The product is [O:17]1[C:18]2[CH:23]=[CH:22][CH:21]=[CH:20][C:19]=2[C:15]([O:14][CH:11]2[CH2:10][CH2:9][N:8]([CH2:6][CH:32]([OH:31])[CH2:34][N:35]3[C:43]4[CH2:42][CH2:41][N:40]([C:44](=[O:46])[CH3:45])[CH2:39][C:38]=4[C:37]([C:47]4[CH:52]=[CH:51][C:50]([C:53]([F:56])([F:55])[F:54])=[CH:49][CH:48]=4)=[N:36]3)[CH2:13][CH2:12]2)=[N:16]1. (3) The reactants are [OH:1][C:2]1[CH:7]=[C:6]([Cl:8])[N:5]=[N:4][C:3]=1Cl.[CH:10]1([C:13]2[CH:18]=[CH:17][CH:16]=[C:15]([CH3:19])[C:14]=2[OH:20])[CH2:12][CH2:11]1.C1C2C(=CC=CC=2)CCC1.[OH-].[K+].Cl. The catalyst is CO. The product is [Cl:8][C:6]1[N:5]=[N:4][C:3]([O:20][C:14]2[C:15]([CH3:19])=[CH:16][CH:17]=[CH:18][C:13]=2[CH:10]2[CH2:11][CH2:12]2)=[C:2]([OH:1])[CH:7]=1. The yield is 0.640. (4) The yield is 0.830. The product is [CH:38]1([C@H:33]([O:32][C:30](=[O:31])[NH:1][C:2]2[CH:3]=[CH:4][C:5]([C:8]3[N:9]([CH:25]4[CH2:28][CH2:27][CH2:26]4)[C:10]4[C:15]([C:16]=3[C:17]#[N:18])=[CH:14][CH:13]=[C:12]([O:19][CH2:20][S:21]([CH3:24])(=[O:23])=[O:22])[CH:11]=4)=[CH:6][CH:7]=2)[CH3:34])[CH2:37][CH2:36]1. The reactants are [NH2:1][C:2]1[CH:7]=[CH:6][C:5]([C:8]2[N:9]([CH:25]3[CH2:28][CH2:27][CH2:26]3)[C:10]3[C:15]([C:16]=2[C:17]#[N:18])=[CH:14][CH:13]=[C:12]([O:19][CH2:20][S:21]([CH3:24])(=[O:23])=[O:22])[CH:11]=3)=[CH:4][CH:3]=1.Cl[C:30]([O:32][C:33]1[CH:38]=[CH:37][C:36]([N+]([O-])=O)=C[CH:34]=1)=[O:31].N1C=CC=CC=1.C1([C@H](O)C)CC1. The catalyst is C(Cl)Cl.ClCCCl.